From a dataset of Forward reaction prediction with 1.9M reactions from USPTO patents (1976-2016). Predict the product of the given reaction. (1) Given the reactants [Br:1][C:2]1[CH:3]=[C:4]2[C:9](=[C:10]([P:12](=[O:19])([O:16][CH2:17][CH3:18])[O:13][CH2:14][CH3:15])[CH:11]=1)[N:8]=[C:7]([CH:20]([OH:25])[CH2:21][CH:22]([CH3:24])[CH3:23])[CH:6]=[CH:5]2.[H-].[Na+].[CH3:28][O:29][CH2:30]Cl.[NH4+].[Cl-], predict the reaction product. The product is: [Br:1][C:2]1[CH:3]=[C:4]2[C:9](=[C:10]([P:12](=[O:19])([O:16][CH2:17][CH3:18])[O:13][CH2:14][CH3:15])[CH:11]=1)[N:8]=[C:7]([CH:20]([O:25][CH2:28][O:29][CH3:30])[CH2:21][CH:22]([CH3:23])[CH3:24])[CH:6]=[CH:5]2. (2) Given the reactants O.[CH3:2][Si:3]([CH3:17])([CH3:16])[C:4]1[CH:9]=[CH:8][C:7]([C:10]#[C:11][Si](C)(C)C)=[CH:6][CH:5]=1.[Cl-].[Na+], predict the reaction product. The product is: [C:10]([C:7]1[CH:8]=[CH:9][C:4]([Si:3]([CH3:16])([CH3:2])[CH3:17])=[CH:5][CH:6]=1)#[CH:11]. (3) Given the reactants [C:1]([O:5][C:6]([N:8]1[CH2:13][CH2:12][CH:11]([NH:14][C:15](=[O:21])[CH2:16][C:17]([O:19][CH3:20])=[O:18])[CH:10]([C:22]([O:24]C)=O)[CH2:9]1)=[O:7])([CH3:4])([CH3:3])[CH3:2].C[O-].[Na+].CO.N#N, predict the reaction product. The product is: [C:1]([O:5][C:6]([N:8]1[CH2:13][CH2:12][CH:11]2[CH:10]([C:22]([OH:24])=[C:16]([C:17]([O:19][CH3:20])=[O:18])[C:15](=[O:21])[NH:14]2)[CH2:9]1)=[O:7])([CH3:3])([CH3:4])[CH3:2]. (4) Given the reactants [F:1][C:2]([F:53])([F:52])[C:3]1[CH:4]=[C:5]([CH:45]=[C:46]([C:48]([F:51])([F:50])[F:49])[CH:47]=1)[CH2:6][N:7]([CH2:26][C:27]1[C:28]([C:41]([F:44])([F:43])[F:42])=[N:29][N:30]([CH3:40])[C:31]=1[N:32]([CH2:36][CH:37]1[CH2:39][CH2:38]1)[CH2:33][CH2:34][CH3:35])[C:8]1[N:13]=[CH:12][C:11]([CH:14]=[CH:15][C:16]([O:18]CC2C=CC=CC=2)=[O:17])=[CH:10][N:9]=1, predict the reaction product. The product is: [F:53][C:2]([F:1])([F:52])[C:3]1[CH:4]=[C:5]([CH:45]=[C:46]([C:48]([F:49])([F:50])[F:51])[CH:47]=1)[CH2:6][N:7]([CH2:26][C:27]1[C:28]([C:41]([F:44])([F:43])[F:42])=[N:29][N:30]([CH3:40])[C:31]=1[N:32]([CH2:36][CH:37]1[CH2:38][CH2:39]1)[CH2:33][CH2:34][CH3:35])[C:8]1[N:9]=[CH:10][C:11]([CH2:14][CH2:15][C:16]([OH:18])=[O:17])=[CH:12][N:13]=1.